This data is from Full USPTO retrosynthesis dataset with 1.9M reactions from patents (1976-2016). The task is: Predict the reactants needed to synthesize the given product. (1) Given the product [NH2:1][C:2]1[N:6]([C:7]2[CH:16]=[CH:15][C:10]3[NH:11][C:12]([CH3:14])=[N:13][C:9]=3[CH:8]=2)[N:5]=[CH:4][C:3]=1[C:17]([C:19]1[N:20]([S:30]([C:33]2[CH:34]=[CH:35][C:36]([CH3:39])=[CH:37][CH:38]=2)(=[O:32])=[O:31])[C:21]2[C:26]([CH:27]=1)=[CH:25][CH:24]=[C:23]([CH2:28][N:44]1[CH2:45][CH2:46][N:41]([CH3:40])[CH2:42][CH2:43]1)[CH:22]=2)=[O:18], predict the reactants needed to synthesize it. The reactants are: [NH2:1][C:2]1[N:6]([C:7]2[CH:16]=[CH:15][C:10]3[NH:11][C:12]([CH3:14])=[N:13][C:9]=3[CH:8]=2)[N:5]=[CH:4][C:3]=1[C:17]([C:19]1[N:20]([S:30]([C:33]2[CH:38]=[CH:37][C:36]([CH3:39])=[CH:35][CH:34]=2)(=[O:32])=[O:31])[C:21]2[C:26]([CH:27]=1)=[CH:25][CH:24]=[C:23]([CH:28]=O)[CH:22]=2)=[O:18].[CH3:40][N:41]1[CH2:46][CH2:45][NH:44][CH2:43][CH2:42]1.C(O[BH-](OC(=O)C)OC(=O)C)(=O)C.[Na+].C(=O)(O)[O-].[Na+]. (2) Given the product [OH:41][NH:42][C:21]([C@H:20]1[CH2:19][C@H:18]([S:25][C:26]2[CH:27]=[CH:28][CH:29]=[CH:30][CH:31]=2)[CH2:17][N:16]([C:32]([O:34][CH3:35])=[O:33])[C@@H:15]1[C:13]([N:10]1[CH2:9][CH2:8][N:7]([C:1]2[CH:6]=[CH:5][CH:4]=[CH:3][CH:2]=2)[CH2:12][CH2:11]1)=[O:14])=[O:23], predict the reactants needed to synthesize it. The reactants are: [C:1]1([N:7]2[CH2:12][CH2:11][N:10]([C:13]([C@@H:15]3[C@@H:20]([C:21]([O:23]C)=O)[CH2:19][C@H:18]([S:25][C:26]4[CH:31]=[CH:30][CH:29]=[CH:28][CH:27]=4)[CH2:17][N:16]3[C:32]([O:34][CH3:35])=[O:33])=[O:14])[CH2:9][CH2:8]2)[CH:6]=[CH:5][CH:4]=[CH:3][CH:2]=1.O1CCCC1.[OH:41][NH2:42].C[O-].[Na+].Cl. (3) The reactants are: C(O)C.[CH:4]1([N:7]2[C:16]3[C:11](=[CH:12][CH:13]=[C:14]([C:21]4[CH:22]=[C:23]5[C:27](=[CH:28][CH:29]=4)[C@@H:26]([CH3:30])[NH:25][CH2:24]5)[C:15]=3[O:17][CH:18]([F:20])[F:19])[C:10](=[O:31])[C:9]([C:32]([OH:34])=[O:33])=[CH:8]2)[CH2:6][CH2:5]1.[C:35]([OH:47])(=[O:46])[CH2:36][C:37]([CH2:42][C:43]([OH:45])=[O:44])([C:39]([OH:41])=[O:40])[OH:38]. Given the product [C:35]([OH:47])(=[O:46])[CH2:36][C:37]([CH2:42][C:43]([OH:45])=[O:44])([C:39]([OH:41])=[O:40])[OH:38].[CH:4]1([N:7]2[C:16]3[C:11](=[CH:12][CH:13]=[C:14]([C:21]4[CH:22]=[C:23]5[C:27](=[CH:28][CH:29]=4)[C@@H:26]([CH3:30])[NH:25][CH2:24]5)[C:15]=3[O:17][CH:18]([F:20])[F:19])[C:10](=[O:31])[C:9]([C:32]([OH:34])=[O:33])=[CH:8]2)[CH2:6][CH2:5]1, predict the reactants needed to synthesize it. (4) Given the product [F:27][C:28]1[CH:29]=[C:30]([C:17]2[CH:18]=[CH:19][C:14]([C:13]([NH:12][C:9]3[C:10]4[CH2:11][CH:2]([OH:1])[CH2:3][CH2:4][C:5]=4[CH:6]=[CH:7][CH:8]=3)=[O:21])=[CH:15][CH:16]=2)[CH:31]=[CH:32][C:33]=1[F:34], predict the reactants needed to synthesize it. The reactants are: [OH:1][CH:2]1[CH2:11][C:10]2[C:9]([NH:12][C:13](=[O:21])[C:14]3[CH:19]=[CH:18][C:17](I)=[CH:16][CH:15]=3)=[CH:8][CH:7]=[CH:6][C:5]=2[CH2:4][CH2:3]1.CN(C=O)C.[F:27][C:28]1[CH:29]=[C:30](B(O)O)[CH:31]=[CH:32][C:33]=1[F:34].C(=O)([O-])[O-].[Na+].[Na+]. (5) The reactants are: [CH3:1][O:2][C:3]([CH:5]1[CH2:10][CH2:9][CH:8]([C:11](=O)[CH2:12][C:13]([O:15]CC)=O)[CH2:7][CH2:6]1)=[O:4].[NH2:19][C:20]1[CH:24]=[CH:23][NH:22][N:21]=1. Given the product [CH3:1][O:2][C:3]([CH:5]1[CH2:6][CH2:7][CH:8]([C:11]2[CH:12]=[C:13]([OH:15])[N:21]3[N:22]=[CH:23][CH:24]=[C:20]3[N:19]=2)[CH2:9][CH2:10]1)=[O:4], predict the reactants needed to synthesize it. (6) Given the product [F:6][C:7]1[CH:8]=[CH:9][C:10]([C:30]([F:32])([F:33])[F:31])=[C:11]([C:12]([N:14]2[CH2:19][CH2:18][N:17]([C:20]3[CH:28]=[CH:27][C:23]([C:24]4[NH:5][CH:3]([CH3:4])[CH2:2][N:1]=4)=[CH:22][N:21]=3)[CH2:16][CH2:15]2)=[O:13])[CH:29]=1, predict the reactants needed to synthesize it. The reactants are: [NH2:1][CH2:2][CH:3]([NH2:5])[CH3:4].[F:6][C:7]1[CH:8]=[CH:9][C:10]([C:30]([F:33])([F:32])[F:31])=[C:11]([CH:29]=1)[C:12]([N:14]1[CH2:19][CH2:18][N:17]([C:20]2[CH:28]=[CH:27][C:23]([C:24](O)=O)=[CH:22][N:21]=2)[CH2:16][CH2:15]1)=[O:13]. (7) Given the product [CH2:36]([O:39][C:40]1[CH:47]=[CH:46][CH:45]=[CH:44][C:41]=1[CH2:42][NH:43][C:21]([C:19]1[N:20]=[C:16]2[CH:15]=[C:14]([CH3:24])[C:13]([C@H:25]([O:30][C:31]([CH3:32])([CH3:33])[CH3:34])[C:26]([O:28][CH3:29])=[O:27])=[C:12]([N:9]3[CH2:10][CH2:11][C:6]([CH2:2][CH2:3][CH:4]=[CH2:5])([CH3:35])[CH2:7][CH2:8]3)[N:17]2[CH:18]=1)=[O:22])[CH:37]=[CH2:38], predict the reactants needed to synthesize it. The reactants are: [Na+].[CH2:2]([C:6]1([CH3:35])[CH2:11][CH2:10][N:9]([C:12]2[N:17]3[CH:18]=[C:19]([C:21]([O-])=[O:22])[N:20]=[C:16]3[CH:15]=[C:14]([CH3:24])[C:13]=2[C@H:25]([O:30][C:31]([CH3:34])([CH3:33])[CH3:32])[C:26]([O:28][CH3:29])=[O:27])[CH2:8][CH2:7]1)[CH2:3][CH:4]=[CH2:5].[CH2:36]([O:39][C:40]1[CH:47]=[CH:46][CH:45]=[CH:44][C:41]=1[CH2:42][NH2:43])[CH:37]=[CH2:38].CCN(C(C)C)C(C)C.CN(C(ON1N=NC2C=CC=NC1=2)=[N+](C)C)C.F[P-](F)(F)(F)(F)F. (8) Given the product [CH2:1]([NH:3][C:4]1[C:5]([NH2:14])=[N:6][CH:7]=[C:8]([C:10]([F:11])([F:12])[F:13])[CH:9]=1)[CH3:2], predict the reactants needed to synthesize it. The reactants are: [CH2:1]([NH:3][C:4]1[C:5]([NH:14]S(C)(=O)=O)=[N:6][CH:7]=[C:8]([C:10]([F:13])([F:12])[F:11])[CH:9]=1)[CH3:2].S(=O)(=O)(O)O.C(=O)([O-])[O-].[Na+].[Na+].O.